This data is from Reaction yield outcomes from USPTO patents with 853,638 reactions. The task is: Predict the reaction yield, written as a fraction of the theoretical maximum amount of product (1.0 means a 100% yield; for example, 0.34 means a 34% yield). (1) The reactants are [O:1]=[C:2]1[CH:6]=[C:5]([C@H:7]2[CH2:12][CH2:11][N:10]([C:13]([O:15][CH3:16])=[O:14])[C@@H:9]([CH2:17][C:18]3[CH:23]=[CH:22][CH:21]=[C:20]([C:24]([F:27])([F:26])[F:25])[CH:19]=3)[CH2:8]2)[O:4][NH:3]1.CCCCCCC.CC(O)C. The catalyst is C(#N)C. The product is [O:1]=[C:2]1[CH:6]=[C:5]([C@H:7]2[CH2:12][CH2:11][N:10]([C:13]([O:15][CH3:16])=[O:14])[C@@H:9]([CH2:17][C:18]3[CH:23]=[CH:22][CH:21]=[C:20]([C:24]([F:27])([F:25])[F:26])[CH:19]=3)[CH2:8]2)[O:4][NH:3]1.[O:1]=[C:2]1[CH:6]=[C:5]([C@@H:7]2[CH2:12][CH2:11][N:10]([C:13]([O:15][CH3:16])=[O:14])[C@H:9]([CH2:17][C:18]3[CH:23]=[CH:22][CH:21]=[C:20]([C:24]([F:27])([F:25])[F:26])[CH:19]=3)[CH2:8]2)[O:4][NH:3]1. The yield is 0.490. (2) The reactants are Br[CH2:2][C:3]1[CH:8]=[CH:7][C:6]([C:9]2[CH:14]=[C:13]([N:15]([CH2:22][CH3:23])[CH:16]3[CH2:21][CH2:20][O:19][CH2:18][CH2:17]3)[C:12]([CH3:24])=[C:11]([C:25]([NH:27][CH2:28][C:29]3[C:30](=[O:37])[NH:31][C:32]([CH3:36])=[CH:33][C:34]=3[CH3:35])=[O:26])[CH:10]=2)=[CH:5][CH:4]=1.[NH:38]1[CH2:43][CH2:42][O:41][CH2:40][C:39]1=[O:44].[H-].[Na+]. The catalyst is CN(C=O)C. The product is [CH3:35][C:34]1[CH:33]=[C:32]([CH3:36])[NH:31][C:30](=[O:37])[C:29]=1[CH2:28][NH:27][C:25]([C:11]1[CH:10]=[C:9]([C:6]2[CH:7]=[CH:8][C:3]([CH2:2][N:38]3[CH2:43][CH2:42][O:41][CH2:40][C:39]3=[O:44])=[CH:4][CH:5]=2)[CH:14]=[C:13]([N:15]([CH2:22][CH3:23])[CH:16]2[CH2:17][CH2:18][O:19][CH2:20][CH2:21]2)[C:12]=1[CH3:24])=[O:26]. The yield is 0.290. (3) The yield is 0.340. The catalyst is C1COCC1. The reactants are [NH2:1][C:2]1[N:7]=[CH:6][C:5]([C:8]#[C:9][C:10]2[CH:11]=[C:12]([NH:16][C:17](=[O:25])OC3C=CC=CC=3)[CH:13]=[CH:14][CH:15]=2)=[CH:4][N:3]=1.[N:26]1([C:32]2[C:37]([CH2:38][NH2:39])=[CH:36][N:35]=[CH:34][N:33]=2)[CH2:31][CH2:30][O:29][CH2:28][CH2:27]1.C(N(CC)CC)C. The product is [NH2:1][C:2]1[N:3]=[CH:4][C:5]([C:8]#[C:9][C:10]2[CH:11]=[C:12]([NH:16][C:17]([NH:39][CH2:38][C:37]3[C:32]([N:26]4[CH2:27][CH2:28][O:29][CH2:30][CH2:31]4)=[N:33][CH:34]=[N:35][CH:36]=3)=[O:25])[CH:13]=[CH:14][CH:15]=2)=[CH:6][N:7]=1. (4) The product is [Br:1][C:2]1[CH:7]=[C:6]([F:8])[CH:5]=[CH:4][C:3]=1[CH:9]1[C:14]([C:15]([O:17][CH2:18][CH3:19])=[O:16])=[C:13]([CH2:20][Br:33])[NH:12][C:11]([C:21]2[N:25]=[CH:24][NH:23][N:22]=2)=[N:10]1. The yield is 0.450. The catalyst is C(Cl)(Cl)Cl. The reactants are [Br:1][C:2]1[CH:7]=[C:6]([F:8])[CH:5]=[CH:4][C:3]=1[CH:9]1[C:14]([C:15]([O:17][CH2:18][CH3:19])=[O:16])=[C:13]([CH3:20])[NH:12][C:11]([C:21]2[N:25]=[CH:24][NH:23][N:22]=2)=[N:10]1.C1C(=O)N([Br:33])C(=O)C1. (5) The reactants are [CH3:1][O:2][C:3]1[CH:8]=[CH:7][C:6]([CH2:9][C:10]([NH:12][C:13]2[CH:55]=[CH:54][C:16]([C:17]([N:19]([CH2:46][C:47]([O:49]C(C)(C)C)=[O:48])[CH2:20][C:21]3[CH:26]=[CH:25][C:24]([C:27]([NH:29][NH:30][C:31]([C:33]4[CH:38]=[CH:37][C:36]([C:39]5[CH:44]=[CH:43][C:42]([CH3:45])=[CH:41][CH:40]=5)=[CH:35][CH:34]=4)=[O:32])=O)=[CH:23][CH:22]=3)=[O:18])=[CH:15][CH:14]=2)=[O:11])=[C:5]([C:56]([F:59])([F:58])[F:57])[CH:4]=1.C(N(CC)CC)C.[Cl-].ClC1N(C)CC[NH+]1C. The catalyst is C(Cl)Cl. The product is [CH3:1][O:2][C:3]1[CH:8]=[CH:7][C:6]([CH2:9][C:10]([NH:12][C:13]2[CH:14]=[CH:15][C:16]([C:17]([N:19]([CH2:46][C:47]([OH:49])=[O:48])[CH2:20][C:21]3[CH:22]=[CH:23][C:24]([C:27]4[O:32][C:31]([C:33]5[CH:38]=[CH:37][C:36]([C:39]6[CH:40]=[CH:41][C:42]([CH3:45])=[CH:43][CH:44]=6)=[CH:35][CH:34]=5)=[N:30][N:29]=4)=[CH:25][CH:26]=3)=[O:18])=[CH:54][CH:55]=2)=[O:11])=[C:5]([C:56]([F:58])([F:57])[F:59])[CH:4]=1. The yield is 0.0800. (6) The catalyst is O. The product is [C:31]1([CH3:34])[CH:32]=[CH:33][C:28]([C:2]2[C:3]([O:21][CH2:22][C:23]([F:26])([F:25])[F:24])=[N:4][CH:5]=[C:6]([CH:20]=2)[C:7]([NH:9][CH2:10][C:11]2[O:15][N:14]=[C:13]([C:16]([F:19])([F:18])[F:17])[N:12]=2)=[O:8])=[CH:29][CH:30]=1. The yield is 0.460. The reactants are Br[C:2]1[C:3]([O:21][CH2:22][C:23]([F:26])([F:25])[F:24])=[N:4][CH:5]=[C:6]([CH:20]=1)[C:7]([NH:9][CH2:10][C:11]1[O:15][N:14]=[C:13]([C:16]([F:19])([F:18])[F:17])[N:12]=1)=[O:8].B(O)(O)[C:28]1[CH:29]=[CH:30][C:31]([CH3:34])=[CH:32][CH:33]=1.C([O-])([O-])=O.[Na+].[Na+].O1CCCC1. (7) The reactants are C(Cl)(=O)OC(C)C.[O:8]1[CH:12]=[CH:11][CH:10]=[C:9]1[C:13]([NH:15][C:16]1([C:22]([NH:24][C@H:25]([C:29](O)=[O:30])[CH:26]([CH3:28])[CH3:27])=[O:23])[CH2:21][CH2:20][CH2:19][CH2:18][CH2:17]1)=[O:14].C(N(CC)CC)C.[BH4-].[Na+]. The catalyst is O1CCCC1.O.C(OCC)(=O)C. The product is [O:8]1[CH:12]=[CH:11][CH:10]=[C:9]1[C:13]([NH:15][C:16]1([C:22]([NH:24][C@H:25]([CH2:29][OH:30])[CH:26]([CH3:28])[CH3:27])=[O:23])[CH2:21][CH2:20][CH2:19][CH2:18][CH2:17]1)=[O:14]. The yield is 0.160. (8) The reactants are [O:1]=[C:2]1[C:8]2=[CH:9][C:10]3[CH:11]=[CH:12][C:13]([C:16]([OH:18])=O)=[CH:14][C:15]=3[N:7]2[CH2:6][CH2:5][CH2:4][NH:3]1.ClC(N(C)C)=C(C)C.[NH2:27][C:28]1[CH:36]=[CH:35][CH:34]=[CH:33][C:29]=1[C:30]([NH2:32])=[O:31].N1C=CC=CC=1. The catalyst is C(Cl)Cl.O. The product is [C:30]([C:29]1[CH:33]=[CH:34][CH:35]=[CH:36][C:28]=1[NH:27][C:16]([C:13]1[CH:12]=[CH:11][C:10]2[CH:9]=[C:8]3[C:2](=[O:1])[NH:3][CH2:4][CH2:5][CH2:6][N:7]3[C:15]=2[CH:14]=1)=[O:18])(=[O:31])[NH2:32]. The yield is 0.270. (9) The reactants are [Cl:1][C:2]1[N:7]=[CH:6][C:5]2[C:8](=[O:11])[O:9][CH2:10][C:4]=2[CH:3]=1.[BH4-].[Na+].Cl. The catalyst is C(O)C. The product is [Cl:1][C:2]1[N:7]=[CH:6][C:5]([CH2:8][OH:11])=[C:4]([CH2:10][OH:9])[CH:3]=1. The yield is 0.390.